From a dataset of Full USPTO retrosynthesis dataset with 1.9M reactions from patents (1976-2016). Predict the reactants needed to synthesize the given product. (1) The reactants are: [OH-].[Na+].C[O:4][C:5](=[O:28])[CH2:6][C:7]1[C:15]2[C:10](=[N:11][CH:12]=[CH:13][CH:14]=2)[N:9]([S:16]([C:19]2[CH:24]=[CH:23][C:22]([CH3:25])=[C:21]([Cl:26])[CH:20]=2)(=[O:18])=[O:17])[C:8]=1[CH3:27].Cl. Given the product [Cl:26][C:21]1[CH:20]=[C:19]([S:16]([N:9]2[C:10]3=[N:11][CH:12]=[CH:13][CH:14]=[C:15]3[C:7]([CH2:6][C:5]([OH:28])=[O:4])=[C:8]2[CH3:27])(=[O:17])=[O:18])[CH:24]=[CH:23][C:22]=1[CH3:25], predict the reactants needed to synthesize it. (2) Given the product [CH3:1][C:2]1[C:11]([CH3:12])=[C:10]([OH:13])[C:9]2[C:4](=[CH:5][C:6]([Cl:20])=[C:7]([F:19])[CH:8]=2)[N:3]=1, predict the reactants needed to synthesize it. The reactants are: [CH3:1][C:2]1[C:11]([CH3:12])=[C:10]([O:13]C(C2CC2)=O)[C:9]2[C:4](=[CH:5][C:6]([Cl:20])=[C:7]([F:19])[CH:8]=2)[N:3]=1.[OH-].[Na+].O.Cl. (3) Given the product [NH2:51][C:52]1[N:61]=[C:60]([N:62]2[CH2:63][CH2:64][N:65]([CH3:68])[CH2:66][CH2:67]2)[C:59]2[C:54](=[CH:55][C:56]([C:69]([NH:26][CH:27]([C:46]([N:48]([CH3:50])[CH3:49])=[O:47])[CH2:28][C:29]3[CH:30]=[C:31]([CH:43]=[CH:44][CH:45]=3)[O:32][C:33]3[CH:42]=[CH:41][C:36]([C:37]([O:39][CH3:40])=[O:38])=[CH:35][CH:34]=3)=[O:70])=[CH:57][CH:58]=2)[N:53]=1, predict the reactants needed to synthesize it. The reactants are: F[P-](F)(F)(F)(F)F.C[N+](C)=C(N(C)C)ON1C2N=CC=CC=2N=N1.Cl.[NH2:26][CH:27]([C:46]([N:48]([CH3:50])[CH3:49])=[O:47])[CH2:28][C:29]1[CH:30]=[C:31]([CH:43]=[CH:44][CH:45]=1)[O:32][C:33]1[CH:42]=[CH:41][C:36]([C:37]([O:39][CH3:40])=[O:38])=[CH:35][CH:34]=1.[NH2:51][C:52]1[N:61]=[C:60]([N:62]2[CH2:67][CH2:66][N:65]([CH3:68])[CH2:64][CH2:63]2)[C:59]2[C:54](=[CH:55][C:56]([C:69](O)=[O:70])=[CH:57][CH:58]=2)[N:53]=1.C(N(CC)C(C)C)(C)C. (4) Given the product [CH2:2]([N:9]([OH:10])[CH:11]=[O:12])[C:3]1[CH:8]=[CH:7][CH:6]=[CH:5][CH:4]=1, predict the reactants needed to synthesize it. The reactants are: Cl.[CH2:2]([NH:9][OH:10])[C:3]1[CH:8]=[CH:7][CH:6]=[CH:5][CH:4]=1.[C:11](=O)(O)[O-:12].[K+].C(OCC(F)(F)F)=O. (5) Given the product [O:1]([C:8]1[CH:9]=[C:10]([N:14]([CH2:22][C:23]2[CH:24]=[C:25]([C:33]3[CH:34]=[CH:35][CH:36]=[CH:37][C:32]=3[C:31]([F:42])([F:41])[F:30])[CH:26]=[CH:27][CH:28]=2)[CH2:15][CH:16]([OH:21])[C:17]([F:20])([F:19])[F:18])[CH:11]=[CH:12][CH:13]=1)[C:2]1[CH:7]=[CH:6][CH:5]=[CH:4][CH:3]=1, predict the reactants needed to synthesize it. The reactants are: [O:1]([C:8]1[CH:9]=[C:10]([N:14]([CH2:22][C:23]2[CH:28]=[CH:27][CH:26]=[C:25](Br)[CH:24]=2)[CH2:15][CH:16]([OH:21])[C:17]([F:20])([F:19])[F:18])[CH:11]=[CH:12][CH:13]=1)[C:2]1[CH:7]=[CH:6][CH:5]=[CH:4][CH:3]=1.[F:30][C:31]([F:42])([F:41])[C:32]1[CH:37]=[CH:36][CH:35]=[CH:34][C:33]=1B(O)O.C([O-])([O-])=O.[K+].[K+].O(C1C=C(CC(NCC2C=C(C3C=CC=CC=3C(F)(F)F)C=CC=2)(O)C(F)(F)F)C=CC=1)C1C=CC=CC=1. (6) The reactants are: [C:1]([O:5][C:6](=[O:24])[N:7]([CH2:11][CH:12]([C:14]1[CH:19]=[CH:18][C:17]([N+:20]([O-:22])=[O:21])=[CH:16][C:15]=1[Br:23])[OH:13])[CH2:8][CH2:9]O)([CH3:4])([CH3:3])[CH3:2].C1(P(C2C=CC=CC=2)C2C=CC=CC=2)C=CC=CC=1.CC(OC(/N=N/C(OC(C)C)=O)=O)C. Given the product [C:1]([O:5][C:6]([N:7]1[CH2:8][CH2:9][O:13][CH:12]([C:14]2[CH:19]=[CH:18][C:17]([N+:20]([O-:22])=[O:21])=[CH:16][C:15]=2[Br:23])[CH2:11]1)=[O:24])([CH3:4])([CH3:3])[CH3:2], predict the reactants needed to synthesize it.